From a dataset of CYP2C9 inhibition data for predicting drug metabolism from PubChem BioAssay. Regression/Classification. Given a drug SMILES string, predict its absorption, distribution, metabolism, or excretion properties. Task type varies by dataset: regression for continuous measurements (e.g., permeability, clearance, half-life) or binary classification for categorical outcomes (e.g., BBB penetration, CYP inhibition). Dataset: cyp2c9_veith. The compound is CN(C)C(=O)c1ccc(-c2ccc3ncnc(Nc4ccc(F)cc4)c3c2)cc1. The result is 0 (non-inhibitor).